Dataset: Reaction yield outcomes from USPTO patents with 853,638 reactions. Task: Predict the reaction yield, written as a fraction of the theoretical maximum amount of product (1.0 means a 100% yield; for example, 0.34 means a 34% yield). The reactants are [CH3:1][O:2][C:3](=[O:27])[C:4]1[CH:9]=[CH:8][C:7]([O:10][CH2:11][CH2:12][CH2:13][CH2:14][CH2:15][N:16]2C(=O)C3C(=CC=CC=3)C2=O)=[CH:6][CH:5]=1.NN.O.C(=O)([O-])[O-].[K+].[K+]. The catalyst is CO.C(Cl)Cl. The product is [CH3:1][O:2][C:3](=[O:27])[C:4]1[CH:5]=[CH:6][C:7]([O:10][CH2:11][CH2:12][CH2:13][CH2:14][CH2:15][NH2:16])=[CH:8][CH:9]=1. The yield is 0.770.